This data is from Full USPTO retrosynthesis dataset with 1.9M reactions from patents (1976-2016). The task is: Predict the reactants needed to synthesize the given product. Given the product [Cl:1][C:2]1[CH:3]=[CH:4][C:5]([C:8]2[C:14]3[C:15]([CH3:19])=[C:16]([CH3:18])[S:17][C:13]=3[N:12]3[C:20]([CH3:23])=[N:21][N:22]=[C:11]3[C@@:10]3([CH2:25][C@H:24]3[CH2:26][OH:27])[N:9]=2)=[CH:6][CH:7]=1.[Br:30][CH2:26][C@H:24]1[C@@:10]2([N:9]=[C:8]([C:5]3[CH:6]=[CH:7][C:2]([Cl:1])=[CH:3][CH:4]=3)[C:14]3[C:15]([CH3:19])=[C:16]([CH3:18])[S:17][C:13]=3[N:12]3[C:20]([CH3:23])=[N:21][N:22]=[C:11]23)[CH2:25]1, predict the reactants needed to synthesize it. The reactants are: [Cl:1][C:2]1[CH:7]=[CH:6][C:5]([C:8]2[C:14]3[C:15]([CH3:19])=[C:16]([CH3:18])[S:17][C:13]=3[N:12]3[C:20]([CH3:23])=[N:21][N:22]=[C:11]3[C@@:10]3([CH2:25][C@H:24]3[CH2:26][O:27]C)[N:9]=2)=[CH:4][CH:3]=1.B(Br)(Br)[Br:30].CO.C([O-])(O)=O.[Na+].